Task: Regression/Classification. Given a drug SMILES string, predict its absorption, distribution, metabolism, or excretion properties. Task type varies by dataset: regression for continuous measurements (e.g., permeability, clearance, half-life) or binary classification for categorical outcomes (e.g., BBB penetration, CYP inhibition). Dataset: cyp1a2_veith.. Dataset: CYP1A2 inhibition data for predicting drug metabolism from PubChem BioAssay (1) The molecule is O=C1c2ccccc2C(=O)N1Nc1ccccc1. The result is 1 (inhibitor). (2) The molecule is COc1cc(CC(=O)O)ccc1O. The result is 0 (non-inhibitor). (3) The drug is COc1ncc2ncc(=O)n(C)c2n1. The result is 1 (inhibitor). (4) The molecule is COc1cccc(Nc2ncc3nc(CCc4ccccc4)c(=O)n(C)c3n2)c1. The result is 1 (inhibitor). (5) The drug is O=C1[C@H]2CC[C@H]3/C(=N\OC[C@@H](O)COCc4ccco4)C[C@@H](O)[C@@H](O)[C@@H]3[C@@H]2C(=O)N1C1CCCCC1. The result is 0 (non-inhibitor). (6) The drug is C=CCNC(=O)c1ccc2nc(-c3ccccc3)c(-c3ccccc3)nc2c1. The result is 1 (inhibitor). (7) The molecule is Cc1ccc(NC(=O)NNC(=O)C2CC(c3cccnc3)=NO2)cc1. The result is 0 (non-inhibitor).